From a dataset of Forward reaction prediction with 1.9M reactions from USPTO patents (1976-2016). Predict the product of the given reaction. (1) Given the reactants [NH2:1][C:2]1[CH:7]=[CH:6][C:5]([NH:8][C:9]([C@H:11]2[CH2:16][CH2:15][CH2:14][CH2:13][NH:12]2)=[O:10])=[CH:4][C:3]=1[N+:17]([O-:19])=[O:18].C=O.[C:22]([BH3-])#N.[Na+].O, predict the reaction product. The product is: [NH2:1][C:2]1[CH:7]=[CH:6][C:5]([NH:8][C:9]([C@H:11]2[CH2:16][CH2:15][CH2:14][CH2:13][N:12]2[CH3:22])=[O:10])=[CH:4][C:3]=1[N+:17]([O-:19])=[O:18]. (2) The product is: [Cl:24][C:16]1[CH:17]=[C:18]([CH:22]=[CH:23][C:15]=1[N:8]1[C:9]2[C:14](=[CH:13][CH:12]=[CH:11][CH:10]=2)[C:6]([CH:3]([OH:5])[CH3:4])=[CH:7]1)[C:19]([NH2:21])=[O:20]. Given the reactants [BH4-].[Na+].[C:3]([C:6]1[C:14]2[C:9](=[CH:10][CH:11]=[CH:12][CH:13]=2)[N:8]([C:15]2[CH:23]=[CH:22][C:18]([C:19]([NH2:21])=[O:20])=[CH:17][C:16]=2[Cl:24])[CH:7]=1)(=[O:5])[CH3:4], predict the reaction product. (3) Given the reactants [CH:1]([C:4]1[C:8]([CH2:9][CH2:10][CH2:11][OH:12])=[CH:7][N:6]([C:13]2[CH:18]=[CH:17][C:16]([C:19]([F:22])([F:21])[F:20])=[CH:15][N:14]=2)[N:5]=1)([CH3:3])[CH3:2].O[C:24]1[CH:28]=[C:27]([CH2:29][CH2:30][C:31]([O:33]CC)=[O:32])[N:26]([C:36]2[CH:41]=[CH:40][CH:39]=[CH:38][CH:37]=2)[N:25]=1.C(P(CCCC)CCCC)CCC.N(C(N1CCCCC1)=O)=NC(N1CCCCC1)=O, predict the reaction product. The product is: [CH:1]([C:4]1[C:8]([CH2:9][CH2:10][CH2:11][O:12][C:24]2[CH:28]=[C:27]([CH2:29][CH2:30][C:31]([OH:33])=[O:32])[N:26]([C:36]3[CH:41]=[CH:40][CH:39]=[CH:38][CH:37]=3)[N:25]=2)=[CH:7][N:6]([C:13]2[CH:18]=[CH:17][C:16]([C:19]([F:21])([F:20])[F:22])=[CH:15][N:14]=2)[N:5]=1)([CH3:3])[CH3:2]. (4) Given the reactants [CH3:1][N:2]([N:4]=[N:5][C:6]1[C:14]2[C:9](=[N:10][CH:11]=[CH:12][CH:13]=2)[Se:8][C:7]=1[C:15]([O:17]CC)=[O:16])[CH3:3].[OH-].[Na+], predict the reaction product. The product is: [CH3:3][N:2]([N:4]=[N:5][C:6]1[C:14]2[C:9](=[N:10][CH:11]=[CH:12][CH:13]=2)[Se:8][C:7]=1[C:15]([OH:17])=[O:16])[CH3:1]. (5) The product is: [C:27]([N:12]([N:11]1[C:10](=[O:17])[C:9]2[C:4](=[CH:5][C:6]([C:23]([F:25])([F:26])[F:24])=[C:7]([C@H:18]3[CH2:22][CH2:21][CH2:20][O:19]3)[CH:8]=2)[NH:3][C:2]1=[O:1])[S:13]([CH3:16])(=[O:15])=[O:14])(=[O:31])[CH2:28][CH2:29][CH3:30]. Given the reactants [O:1]=[C:2]1[N:11]([NH:12][S:13]([CH3:16])(=[O:15])=[O:14])[C:10](=[O:17])[C:9]2[C:4](=[CH:5][C:6]([C:23]([F:26])([F:25])[F:24])=[C:7]([C@H:18]3[CH2:22][CH2:21][CH2:20][O:19]3)[CH:8]=2)[NH:3]1.[C:27](Cl)(=[O:31])[CH2:28][CH2:29][CH3:30], predict the reaction product. (6) The product is: [CH3:1][N:2]1[CH2:7][CH2:6][CH2:5][CH2:4][C@@H:3]1[CH2:8][O:9][C:10]1[C:18]2[C:17]3[CH:19]=[C:20]([C:23]#[N:24])[N:21]=[CH:22][C:16]=3[NH:15][C:14]=2[N:13]=[CH:12][CH:11]=1. Given the reactants [CH3:1][N:2]1[CH2:7][CH2:6][CH2:5][CH2:4][C@@H:3]1[CH2:8][O:9][C:10]1[C:18]2[C:17]3[CH:19]=[C:20]([C:23]#[N:24])[N:21]=[CH:22][C:16]=3[N:15](COCC[Si](C)(C)C)[C:14]=2[N:13]=[CH:12][CH:11]=1.Br.[OH-].[Na+].Cl, predict the reaction product.